This data is from Forward reaction prediction with 1.9M reactions from USPTO patents (1976-2016). The task is: Predict the product of the given reaction. (1) The product is: [CH2:11]([NH:18][C:5](=[O:7])[C:4]1[CH:8]=[CH:9][N:10]=[C:2]([Cl:1])[CH:3]=1)[C:12]1[CH:17]=[CH:16][CH:15]=[CH:14][CH:13]=1. Given the reactants [Cl:1][C:2]1[CH:3]=[C:4]([CH:8]=[CH:9][N:10]=1)[C:5]([OH:7])=O.[CH2:11]([NH2:18])[C:12]1[CH:17]=[CH:16][CH:15]=[CH:14][CH:13]=1.C(N(CC)CC)C, predict the reaction product. (2) The product is: [Cl:23][C:15]1[CH:14]=[CH:13][C:12]([C:9](=[O:11])[CH:10]=[CH:3][N:6]([CH3:7])[CH3:8])=[CH:22][C:16]=1[C:17]([O:19][CH2:20][CH3:21])=[O:18]. Given the reactants CO[CH:3]([N:6]([CH3:8])[CH3:7])OC.[C:9]([C:12]1[CH:13]=[CH:14][C:15]([Cl:23])=[C:16]([CH:22]=1)[C:17]([O:19][CH2:20][CH3:21])=[O:18])(=[O:11])[CH3:10].CO, predict the reaction product.